From a dataset of NCI-60 drug combinations with 297,098 pairs across 59 cell lines. Regression. Given two drug SMILES strings and cell line genomic features, predict the synergy score measuring deviation from expected non-interaction effect. (1) Drug 2: CCCCCOC(=O)NC1=NC(=O)N(C=C1F)C2C(C(C(O2)C)O)O. Synergy scores: CSS=-6.87, Synergy_ZIP=3.50, Synergy_Bliss=0.434, Synergy_Loewe=-5.43, Synergy_HSA=-6.81. Drug 1: CC1=C(C=C(C=C1)NC(=O)C2=CC=C(C=C2)CN3CCN(CC3)C)NC4=NC=CC(=N4)C5=CN=CC=C5. Cell line: COLO 205. (2) Drug 1: C1CC(=O)NC(=O)C1N2C(=O)C3=CC=CC=C3C2=O. Drug 2: CC(C)NC(=O)C1=CC=C(C=C1)CNNC.Cl. Cell line: T-47D. Synergy scores: CSS=2.22, Synergy_ZIP=-2.78, Synergy_Bliss=-4.42, Synergy_Loewe=-6.70, Synergy_HSA=-2.50. (3) Drug 1: C1=NC2=C(N=C(N=C2N1C3C(C(C(O3)CO)O)O)F)N. Drug 2: C1=NC2=C(N1)C(=S)N=CN2. Cell line: MALME-3M. Synergy scores: CSS=19.2, Synergy_ZIP=-4.20, Synergy_Bliss=-1.20, Synergy_Loewe=-2.11, Synergy_HSA=0.313. (4) Drug 1: CC12CCC(CC1=CCC3C2CCC4(C3CC=C4C5=CN=CC=C5)C)O. Drug 2: C#CCC(CC1=CN=C2C(=N1)C(=NC(=N2)N)N)C3=CC=C(C=C3)C(=O)NC(CCC(=O)O)C(=O)O. Cell line: SF-295. Synergy scores: CSS=11.3, Synergy_ZIP=-3.02, Synergy_Bliss=0.709, Synergy_Loewe=2.11, Synergy_HSA=2.07. (5) Drug 1: CCC1(CC2CC(C3=C(CCN(C2)C1)C4=CC=CC=C4N3)(C5=C(C=C6C(=C5)C78CCN9C7C(C=CC9)(C(C(C8N6C=O)(C(=O)OC)O)OC(=O)C)CC)OC)C(=O)OC)O.OS(=O)(=O)O. Drug 2: C(CC(=O)O)C(=O)CN.Cl. Cell line: SF-268. Synergy scores: CSS=4.01, Synergy_ZIP=0.800, Synergy_Bliss=-1.24, Synergy_Loewe=-3.43, Synergy_HSA=-3.40. (6) Drug 1: C1CC(=O)NC(=O)C1N2CC3=C(C2=O)C=CC=C3N. Drug 2: CC1OCC2C(O1)C(C(C(O2)OC3C4COC(=O)C4C(C5=CC6=C(C=C35)OCO6)C7=CC(=C(C(=C7)OC)O)OC)O)O. Cell line: SK-MEL-2. Synergy scores: CSS=32.0, Synergy_ZIP=6.49, Synergy_Bliss=8.27, Synergy_Loewe=-12.2, Synergy_HSA=9.34. (7) Drug 1: CC12CCC3C(C1CCC2=O)CC(=C)C4=CC(=O)C=CC34C. Drug 2: CC1CCCC2(C(O2)CC(NC(=O)CC(C(C(=O)C(C1O)C)(C)C)O)C(=CC3=CSC(=N3)C)C)C. Cell line: U251. Synergy scores: CSS=62.1, Synergy_ZIP=-0.356, Synergy_Bliss=1.61, Synergy_Loewe=2.60, Synergy_HSA=2.33.